From a dataset of Full USPTO retrosynthesis dataset with 1.9M reactions from patents (1976-2016). Predict the reactants needed to synthesize the given product. (1) Given the product [OH:39][CH2:38][CH2:37][CH2:36][N:35]([CH2:34][CH2:33][CH2:32][S:30]([CH2:29][CH2:28][C:27]([F:41])([F:26])[F:40])=[O:31])[CH2:2][CH2:3][CH2:4][CH2:5][CH2:6][CH2:7][C:8]1[C:14]2[CH:15]=[CH:16][C:17]([OH:19])=[CH:18][C:13]=2[CH2:12][CH2:11][CH2:10][C:9]=1[C:20]1[CH:25]=[CH:24][CH:23]=[CH:22][CH:21]=1, predict the reactants needed to synthesize it. The reactants are: Br[CH2:2][CH2:3][CH2:4][CH2:5][CH2:6][CH2:7][C:8]1[C:14]2[CH:15]=[CH:16][C:17]([OH:19])=[CH:18][C:13]=2[CH2:12][CH2:11][CH2:10][C:9]=1[C:20]1[CH:25]=[CH:24][CH:23]=[CH:22][CH:21]=1.[F:26][C:27]([F:41])([F:40])[CH2:28][CH2:29][S:30]([CH2:32][CH2:33][CH2:34][NH:35][CH2:36][CH2:37][CH2:38][OH:39])=[O:31]. (2) Given the product [Cl:1][C:2]1[CH:3]=[C:4]2[C:9](=[CH:10][CH:11]=1)[C:8](=[O:12])[N:7]([CH2:13][C:14]1[CH:15]=[CH:16][C:17]([S:20]([CH3:23])(=[O:21])=[O:22])=[CH:18][CH:19]=1)[C:6]([C:24](=[O:29])[CH2:25][CH2:26][CH2:27][CH3:28])=[C:5]2[C:30]1[CH:31]=[CH:32][CH:33]=[CH:34][CH:35]=1, predict the reactants needed to synthesize it. The reactants are: [Cl:1][C:2]1[CH:3]=[C:4]2[C:9](=[CH:10][CH:11]=1)[C:8](=[O:12])[N:7]([CH2:13][C:14]1[CH:19]=[CH:18][C:17]([S:20]([CH3:23])(=[O:22])=[O:21])=[CH:16][CH:15]=1)[C:6]([CH:24]([OH:29])[CH2:25][CH2:26][CH2:27][CH3:28])=[C:5]2[C:30]1[CH:35]=[CH:34][CH:33]=[CH:32][CH:31]=1.CO.C(OC(C)C)(C)C.